Dataset: Reaction yield outcomes from USPTO patents with 853,638 reactions. Task: Predict the reaction yield, written as a fraction of the theoretical maximum amount of product (1.0 means a 100% yield; for example, 0.34 means a 34% yield). (1) The reactants are [I:1][C:2]1[CH:3]=[C:4]([NH2:9])[CH:5]=[CH:6][C:7]=1[CH3:8].[N:10]([O-])=O.[Na+].O.O.[Sn](Cl)Cl.[OH-].[Na+]. The catalyst is Cl.O. The product is [I:1][C:2]1[CH:3]=[C:4]([NH:9][NH2:10])[CH:5]=[CH:6][C:7]=1[CH3:8]. The yield is 0.570. (2) The reactants are [F:1][C:2]1[CH:25]=[CH:24][C:5]([CH2:6][C@@H:7]([C@@H:12]([O:14][CH2:15][C:16]2[CH:21]=[CH:20][C:19]([O:22][CH3:23])=[CH:18][CH:17]=2)[CH3:13])[C@H:8]([OH:11])[CH:9]=[CH2:10])=[CH:4][CH:3]=1.[H-].[Na+].Br[CH2:29][CH:30]([O:34][CH2:35][CH3:36])[O:31][CH2:32][CH3:33]. The catalyst is CC#N.CN(C=O)C. The product is [CH2:32]([O:31][CH:30]([O:34][CH2:35][CH3:36])[CH2:29][O:11][C@H:8]([CH:9]=[CH2:10])[C@H:7]([C@@H:12]([O:14][CH2:15][C:16]1[CH:17]=[CH:18][C:19]([O:22][CH3:23])=[CH:20][CH:21]=1)[CH3:13])[CH2:6][C:5]1[CH:24]=[CH:25][C:2]([F:1])=[CH:3][CH:4]=1)[CH3:33]. The yield is 0.690. (3) The reactants are [CH2:1]([Zn]CC)C.FC(F)(F)C(O)=O.ICI.[CH3:16][O:17][C:18]([CH:20]1[CH2:24][C:23](=[CH2:25])[CH2:22][N:21]1[C:26]([O:28][CH2:29][C:30]1[CH:35]=[CH:34][CH:33]=[CH:32][CH:31]=1)=[O:27])=[O:19].C[N+]1([O-])CCOCC1. The catalyst is ClCCl.C1COCC1.O.CC(C)=O.[Os](=O)(=O)(=O)=O. The product is [CH3:16][O:17][C:18]([CH:20]1[CH2:24][C:23]2([CH2:1][CH2:25]2)[CH2:22][N:21]1[C:26]([O:28][CH2:29][C:30]1[CH:31]=[CH:32][CH:33]=[CH:34][CH:35]=1)=[O:27])=[O:19]. The yield is 0.650. (4) The reactants are [CH2:1]([O:4][C:5]([CH2:7][C:8]1[CH:9]=[C:10]([S:14]([N:17]=[C:18]=[O:19])(=[O:16])=[O:15])[CH:11]=[CH:12][CH:13]=1)=[O:6])[CH:2]=[CH2:3].[Cl:20][C:21]1[CH:22]=[C:23]([NH2:30])[C:24](=[CH:28][CH:29]=1)[C:25](O)=[O:26].O. The catalyst is C1COCC1. The product is [CH2:1]([O:4][C:5]([CH2:7][C:8]1[CH:9]=[C:10]([S:14]([N:17]2[C:25](=[O:26])[C:24]3[C:23](=[CH:22][C:21]([Cl:20])=[CH:29][CH:28]=3)[NH:30][C:18]2=[O:19])(=[O:16])=[O:15])[CH:11]=[CH:12][CH:13]=1)=[O:6])[CH:2]=[CH2:3]. The yield is 0.400. (5) The reactants are ClC(N(C)C)=C(C)C.[C:9]([O:13][C:14]([N:16]1[CH2:23][CH:22]2[N:24]([C:25]([O:27][C:28]([CH3:31])([CH3:30])[CH3:29])=[O:26])[CH:18]([CH2:19][C:20]([C:35]3[CH:40]=[CH:39][CH:38]=[C:37]([O:41][CH2:42][CH2:43][CH2:44][CH2:45][O:46][Si](C(C)(C)C)(C)C)[CH:36]=3)=[C:21]2C(O)=O)[CH2:17]1)=[O:15])([CH3:12])([CH3:11])[CH3:10].[CH:54]1([NH:57][CH2:58][C:59]2[CH:64]=[CH:63][CH:62]=[C:61]([O:65][CH3:66])[C:60]=2[CH3:67])[CH2:56][CH2:55]1.CCN(C(C)C)C(C)C.C(O)(=O)C[C:79](CC(O)=O)(C(O)=O)[OH:80].CCCC[N+](CCCC)(CCCC)CCCC.[F-]. The catalyst is C(Cl)Cl. The product is [C:9]([O:13][C:14]([N:16]1[CH2:23][CH:22]2[N:24]([C:25]([O:27][C:28]([CH3:30])([CH3:31])[CH3:29])=[O:26])[CH:18]([CH2:19][C:20]([C:35]3[CH:40]=[CH:39][CH:38]=[C:37]([O:41][CH2:42][CH2:43][CH2:44][CH2:45][OH:46])[CH:36]=3)=[C:21]2[C:79](=[O:80])[N:57]([CH:54]2[CH2:56][CH2:55]2)[CH2:58][C:59]2[CH:64]=[CH:63][CH:62]=[C:61]([O:65][CH3:66])[C:60]=2[CH3:67])[CH2:17]1)=[O:15])([CH3:10])([CH3:12])[CH3:11]. The yield is 0.620. (6) The yield is 0.960. The reactants are [Br:1][C:2]1[CH:14]=[CH:13][C:5]([O:6][CH2:7][CH2:8][CH2:9][C:10](Cl)=[O:11])=[CH:4][CH:3]=1.[Al+3].[Cl-].[Cl-].[Cl-]. The catalyst is C(Cl)Cl. The product is [Br:1][C:2]1[CH:14]=[CH:13][C:5]2[O:6][CH2:7][CH2:8][CH2:9][C:10](=[O:11])[C:4]=2[CH:3]=1. (7) The reactants are FC(F)(F)C(O)=O.C(O[C:13]([NH:15][C@H:16]1[CH2:21][CH2:20][C@H:19]([CH2:22][C:23]([OH:25])=[O:24])[CH2:18][CH2:17]1)=[O:14])(C)(C)C.C1(=O)O[C:29](=[O:30])[C:28]2=[CH:32][CH:33]=[CH:34][CH:35]=[C:27]12.CO. The catalyst is ClCCl. The product is [O:30]=[C:29]1[C:28]2[C:27](=[CH:35][CH:34]=[CH:33][CH:32]=2)[C:13](=[O:14])[N:15]1[C@H:16]1[CH2:17][CH2:18][C@H:19]([CH2:22][C:23]([OH:25])=[O:24])[CH2:20][CH2:21]1. The yield is 0.860. (8) The reactants are [F:1][C:2]1[CH:7]=[CH:6][C:5]([CH2:8][C:9]2[C:10]([N:16]3[CH2:22][C:21]4[CH:23]=[C:24](B5OC(C)(C)C(C)(C)O5)[CH:25]=[CH:26][C:20]=4[O:19][CH2:18][CH2:17]3)=[N:11][CH:12]=[N:13][C:14]=2[CH3:15])=[CH:4][CH:3]=1.[NH2:36][C:37]1[CH:42]=[N:41][C:40](Br)=[CH:39][N:38]=1.C(=O)([O-])[O-].[K+].[K+].O. The catalyst is CN(C)C=O.C1C=CC(P(C2C=CC=CC=2)[C-]2C=CC=C2)=CC=1.C1C=CC(P(C2C=CC=CC=2)[C-]2C=CC=C2)=CC=1.Cl[Pd]Cl.[Fe+2]. The product is [F:1][C:2]1[CH:3]=[CH:4][C:5]([CH2:8][C:9]2[C:10]([N:16]3[CH2:22][C:21]4[CH:23]=[C:24]([C:40]5[N:41]=[CH:42][C:37]([NH2:36])=[N:38][CH:39]=5)[CH:25]=[CH:26][C:20]=4[O:19][CH2:18][CH2:17]3)=[N:11][CH:12]=[N:13][C:14]=2[CH3:15])=[CH:6][CH:7]=1. The yield is 0.200.